This data is from Full USPTO retrosynthesis dataset with 1.9M reactions from patents (1976-2016). The task is: Predict the reactants needed to synthesize the given product. (1) Given the product [CH3:1][O:2][C:3]1[CH:4]=[C:5]([CH:11]2[CH2:12][CH2:13][N:14]([C:18]3[C:19]([CH3:38])=[C:20]([CH3:37])[C:21]4[O:25][C:24]([CH3:27])([CH3:26])[C@H:23]([C:28]5[CH:33]=[CH:32][C:31]([CH3:34])=[CH:30][CH:29]=5)[C:22]=4[C:35]=3[CH3:36])[CH2:15][CH2:16]2)[CH:6]=[CH:7][C:8]=1[O:9][CH3:10], predict the reactants needed to synthesize it. The reactants are: [CH3:1][O:2][C:3]1[CH:4]=[C:5]([CH:11]2[CH2:16][C:15](=O)[N:14]([C:18]3[C:19]([CH3:38])=[C:20]([CH3:37])[C:21]4[O:25][C:24]([CH3:27])([CH3:26])[C@H:23]([C:28]5[CH:33]=[CH:32][C:31]([CH3:34])=[CH:30][CH:29]=5)[C:22]=4[C:35]=3[CH3:36])[C:13](=O)[CH2:12]2)[CH:6]=[CH:7][C:8]=1[O:9][CH3:10]. (2) The reactants are: [C:1]([C:4]1[S:5][CH:6]=[CH:7][CH:8]=1)(=[O:3])[CH3:2].Cl.[CH3:10][NH:11][CH3:12].[CH2:13]=O.Cl. Given the product [CH3:10][N:11]([CH3:13])[CH2:12][CH2:2][C:1]([C:4]1[S:5][CH:6]=[CH:7][CH:8]=1)=[O:3], predict the reactants needed to synthesize it.